From a dataset of Cav3 T-type calcium channel HTS with 100,875 compounds. Binary Classification. Given a drug SMILES string, predict its activity (active/inactive) in a high-throughput screening assay against a specified biological target. (1) The compound is Brc1cc(Cn2c3c(n(c(=O)[nH]c3=O)C)nc2n2nc(cc2C)C)ccc1. The result is 0 (inactive). (2) The drug is O=c1n(CCCCC(=O)C)c(=O)n(c2ncn(c12)CCC)C. The result is 0 (inactive). (3) The drug is Fc1ccc(N2CCN(CC2)c2nc3nc(cc(c3cc2)C(F)(F)F)C(F)(F)F)cc1. The result is 1 (active). (4) The molecule is OC1(N(N=C(C1)C)C(=O)Cc1ccc(OC)cc1)c1cccnc1. The result is 0 (inactive). (5) The molecule is S=C(N(C1CC(=O)N(C1=O)c1ccc(cc1)C)CCc1ccccc1)Nc1ccc(N(C)C)cc1. The result is 0 (inactive).